From a dataset of Forward reaction prediction with 1.9M reactions from USPTO patents (1976-2016). Predict the product of the given reaction. Given the reactants [CH2:1]([O:8][C:9]([N:11]([CH3:28])[CH2:12][CH2:13][CH2:14][N:15]([CH3:27])[C:16]([C:18]1[N:23]=[CH:22][C:21](C(O)=O)=[CH:20][CH:19]=1)=[O:17])=[O:10])[C:2]1[CH:7]=[CH:6][CH:5]=[CH:4][CH:3]=1.C([N:31]([CH2:34]C)CC)C.[N-]=[N+]=[N-].C1([O:45]P([O-])(OC2C=CC=CC=2)=O)C=CC=CC=1.[C:56]([OH:60])([CH3:59])([CH3:58])[CH3:57], predict the reaction product. The product is: [C:56]([O:60][C:34]([NH:31][C:21]1[CH:20]=[CH:19][C:18]([C:16]([N:15]([CH3:27])[CH2:14][CH2:13][CH2:12][N:11]([CH3:28])[C:9](=[O:10])[O:8][CH2:1][C:2]2[CH:3]=[CH:4][CH:5]=[CH:6][CH:7]=2)=[O:17])=[N:23][CH:22]=1)=[O:45])([CH3:59])([CH3:58])[CH3:57].